The task is: Predict the reaction yield, written as a fraction of the theoretical maximum amount of product (1.0 means a 100% yield; for example, 0.34 means a 34% yield).. This data is from Reaction yield outcomes from USPTO patents with 853,638 reactions. The reactants are [C:1]([C:3]1[CH:4]=[C:5]([S:18]([N:21](CC2C=CC(OC)=CC=2OC)[C:22]2[S:26][N:25]=[CH:24][N:23]=2)(=[O:20])=[O:19])[CH:6]=[CH:7][C:8]=1[S:9][C:10]1[CH:15]=[CH:14][CH:13]=[C:12]([O:16][CH3:17])[CH:11]=1)#[N:2].Cl. The catalyst is O1CCOCC1. The product is [C:1]([C:3]1[CH:4]=[C:5]([S:18]([NH:21][C:22]2[S:26][N:25]=[CH:24][N:23]=2)(=[O:19])=[O:20])[CH:6]=[CH:7][C:8]=1[S:9][C:10]1[CH:15]=[CH:14][CH:13]=[C:12]([O:16][CH3:17])[CH:11]=1)#[N:2]. The yield is 0.950.